Task: Predict the product of the given reaction.. Dataset: Forward reaction prediction with 1.9M reactions from USPTO patents (1976-2016) The product is: [N:1]1[CH:6]=[CH:5][N:4]=[CH:3][C:2]=1[C:7]([NH:18][C@H:19]([C:27]([OH:29])=[O:28])[CH2:20][C:21]1[CH:26]=[CH:25][CH:24]=[CH:23][CH:22]=1)=[O:9]. Given the reactants [N:1]1[CH:6]=[CH:5][N:4]=[CH:3][C:2]=1[C:7]([OH:9])=O.C(OC(Cl)=O)C.[OH-].[Na+].[NH2:18][C@H:19]([C:27]([OH:29])=[O:28])[CH2:20][C:21]1[CH:26]=[CH:25][CH:24]=[CH:23][CH:22]=1, predict the reaction product.